From a dataset of Forward reaction prediction with 1.9M reactions from USPTO patents (1976-2016). Predict the product of the given reaction. (1) Given the reactants C(Cl)Cl.[C:4]1([C:30]2[CH:35]=[CH:34][CH:33]=[CH:32][CH:31]=2)[CH:9]=[CH:8][CH:7]=[C:6]([CH2:10][NH:11][C:12](=[O:29])/[CH:13]=[CH:14]/[C:15]2[CH:20]=[CH:19][C:18]([N:21]3[CH:25]=[C:24]([CH3:26])[N:23]=[CH:22]3)=[C:17]([O:27]C)[CH:16]=2)[CH:5]=1.B(Br)(Br)Br, predict the reaction product. The product is: [C:4]1([C:30]2[CH:35]=[CH:34][CH:33]=[CH:32][CH:31]=2)[CH:9]=[CH:8][CH:7]=[C:6]([CH2:10][NH:11][C:12](=[O:29])/[CH:13]=[CH:14]/[C:15]2[CH:20]=[CH:19][C:18]([N:21]3[CH:25]=[C:24]([CH3:26])[N:23]=[CH:22]3)=[C:17]([OH:27])[CH:16]=2)[CH:5]=1. (2) Given the reactants [H-].[Na+].Cl[CH2:4][O:5][CH2:6][CH2:7][Si:8]([CH3:11])([CH3:10])[CH3:9].[Cl:12][C:13]1[CH:14]=[C:15]([CH2:20][OH:21])[CH:16]=[N:17][C:18]=1[Cl:19].O, predict the reaction product. The product is: [Cl:19][C:18]1[C:13]([Cl:12])=[CH:14][C:15]([CH2:20][O:21][CH2:4][O:5][CH2:6][CH2:7][Si:8]([CH3:11])([CH3:10])[CH3:9])=[CH:16][N:17]=1. (3) The product is: [N+:1]([N:11]1[CH:12]=[C:8]([N+:5]([O-:7])=[O:6])[N:9]=[CH:10]1)([O-:4])=[O:3]. Given the reactants [N+:1]([O-:4])([OH:3])=O.[N+:5]([C:8]1[N:9]=[CH:10][NH:11][CH:12]=1)([O-:7])=[O:6], predict the reaction product.